Predict which catalyst facilitates the given reaction. From a dataset of Catalyst prediction with 721,799 reactions and 888 catalyst types from USPTO. (1) Reactant: Cl.C([O:4][CH:5](OCC)[C:6]1[CH:11]=[CH:10][C:9]([CH:12]=[C:13]([F:15])[F:14])=[CH:8][CH:7]=1)C. Product: [F:14][C:13]([F:15])=[CH:12][C:9]1[CH:10]=[CH:11][C:6]([CH:5]=[O:4])=[CH:7][CH:8]=1. The catalyst class is: 28. (2) Reactant: [NH2:1][C:2]1[C:11]([O:12][CH3:13])=[N:10][C:9]2[C:4](=[CH:5][C:6]([Cl:15])=[C:7]([Cl:14])[CH:8]=2)[N:3]=1.Cl[C:17]([O:19][CH2:20][CH3:21])=[O:18].N1C=CC=CC=1. The catalyst class is: 4. Product: [Cl:15][C:6]1[CH:5]=[C:4]2[C:9](=[CH:8][C:7]=1[Cl:14])[N:10]=[C:11]([O:12][CH3:13])[C:2]([NH:1][C:17](=[O:18])[O:19][CH2:20][CH3:21])=[N:3]2. (3) Reactant: [C:1]([O:5][C:6]([N:8]1[CH2:13][CH2:12][N:11]([S:14]([C:17]2[C:22]([Cl:23])=[CH:21][CH:20]=[C:19]([NH2:24])[C:18]=2[OH:25])(=[O:16])=[O:15])[CH2:10][CH2:9]1)=[O:7])([CH3:4])([CH3:3])[CH3:2].[Cl:26][C:27]1[C:28](=[O:33])[C:29](=[O:32])[C:30]=1Cl. Product: [C:1]([O:5][C:6]([N:8]1[CH2:9][CH2:10][N:11]([S:14]([C:17]2[C:22]([Cl:23])=[CH:21][CH:20]=[C:19]([NH:24][C:30]3[C:29](=[O:32])[C:28](=[O:33])[C:27]=3[Cl:26])[C:18]=2[OH:25])(=[O:15])=[O:16])[CH2:12][CH2:13]1)=[O:7])([CH3:4])([CH3:2])[CH3:3]. The catalyst class is: 1. (4) Product: [Br:1][C:2]1[CH:3]=[CH:4][C:5]([CH2:8][CH:9]([NH:11][C:19](=[O:20])[O:21][CH3:22])[CH3:10])=[CH:6][CH:7]=1. The catalyst class is: 2. Reactant: [Br:1][C:2]1[CH:7]=[CH:6][C:5]([CH2:8][CH:9]([NH2:11])[CH3:10])=[CH:4][CH:3]=1.N1C=CC=CC=1.Cl[C:19]([O:21][CH3:22])=[O:20]. (5) Reactant: [Cl:1][C:2]1[CH:10]=[C:9]2[C:5]([C:6]([CH2:18][C:19]3[CH:24]=[CH:23][CH:22]=[C:21]([Cl:25])[CH:20]=3)([CH:12]3[CH2:17][CH2:16][CH2:15][NH:14][CH2:13]3)[C:7](=[O:11])[NH:8]2)=[CH:4][CH:3]=1.C(N(CC)CC)C.[N:33]1([C:39](Cl)=[O:40])[CH2:38][CH2:37][O:36][CH2:35][CH2:34]1. Product: [Cl:1][C:2]1[CH:10]=[C:9]2[C:5]([C:6]([CH2:18][C:19]3[CH:24]=[CH:23][CH:22]=[C:21]([Cl:25])[CH:20]=3)([CH:12]3[CH2:17][CH2:16][CH2:15][N:14]([C:39]([N:33]4[CH2:38][CH2:37][O:36][CH2:35][CH2:34]4)=[O:40])[CH2:13]3)[C:7](=[O:11])[NH:8]2)=[CH:4][CH:3]=1. The catalyst class is: 7. (6) The catalyst class is: 3. Product: [Cl:33][C:34]1[C:35]([C:41]([NH2:43])=[O:42])=[N:36][CH:37]=[CH:38][C:39]=1[O:8][C:6]1[CH:7]=[C:2]([F:1])[C:3]([NH:10][C:11]([C:13]2[C:14](=[O:26])[N:15]([C:20]3[CH:21]=[CH:22][CH:23]=[CH:24][CH:25]=3)[N:16]([CH3:19])[C:17]=2[CH3:18])=[O:12])=[CH:4][C:5]=1[F:9]. Reactant: [F:1][C:2]1[CH:7]=[C:6]([OH:8])[C:5]([F:9])=[CH:4][C:3]=1[NH:10][C:11]([C:13]1[C:14](=[O:26])[N:15]([C:20]2[CH:25]=[CH:24][CH:23]=[CH:22][CH:21]=2)[N:16]([CH3:19])[C:17]=1[CH3:18])=[O:12].CC([O-])(C)C.[K+].[Cl:33][C:34]1[C:35]([C:41]([NH2:43])=[O:42])=[N:36][CH:37]=[CH:38][C:39]=1Cl.